Dataset: Cav3 T-type calcium channel HTS with 100,875 compounds. Task: Binary Classification. Given a drug SMILES string, predict its activity (active/inactive) in a high-throughput screening assay against a specified biological target. The drug is O1C(CNC(=O)Cn2c(=O)c3c(nc2)cccc3)COc2c1cccc2. The result is 0 (inactive).